This data is from Reaction yield outcomes from USPTO patents with 853,638 reactions. The task is: Predict the reaction yield, written as a fraction of the theoretical maximum amount of product (1.0 means a 100% yield; for example, 0.34 means a 34% yield). (1) The reactants are [CH3:1][CH:2]([C:4]1[N:9]=[C:8]([N:10]([S:12]([CH3:15])(=[O:14])=[O:13])[CH3:11])[N:7]=[C:6]([C:16]2[CH:17]=[CH:18][C:19]([F:22])=[CH:20][CH:21]=2)[C:5]=1/[CH:23]=[CH:24]/[C@@H:25]([OH:33])[CH2:26][C@@H:27]([OH:32])[CH2:28][C:29]([OH:31])=[O:30])[CH3:3].C([NH-])CCC.O.C(O)C.C(N)(C)(C)C. The catalyst is CC(O)C. The product is [CH3:3][CH:2]([C:4]1[N:9]=[C:8]([N:10]([S:12]([CH3:15])(=[O:13])=[O:14])[CH3:11])[N:7]=[C:6]([C:16]2[CH:21]=[CH:20][C:19]([F:22])=[CH:18][CH:17]=2)[C:5]=1/[CH:23]=[CH:24]/[C@@H:25]([OH:33])[CH2:26][C@@H:27]([OH:32])[CH2:28][C:29]([OH:31])=[O:30])[CH3:1]. The yield is 1.00. (2) The reactants are [F:1][C:2]([F:27])([F:26])[C:3]1[CH:8]=[CH:7][C:6]([S:9]([N:12]2[CH2:17][CH2:16][O:15][C:14]3[N:18]=[CH:19][C:20]([C:22](OC)=[O:23])=[CH:21][C:13]2=3)(=[O:11])=[O:10])=[CH:5][CH:4]=1.[NH3:28]. The catalyst is CO. The product is [F:1][C:2]([F:27])([F:26])[C:3]1[CH:8]=[CH:7][C:6]([S:9]([N:12]2[CH2:17][CH2:16][O:15][C:14]3[N:18]=[CH:19][C:20]([C:22]([NH2:28])=[O:23])=[CH:21][C:13]2=3)(=[O:10])=[O:11])=[CH:5][CH:4]=1. The yield is 1.00.